The task is: Predict the product of the given reaction.. This data is from Forward reaction prediction with 1.9M reactions from USPTO patents (1976-2016). Given the reactants [CH3:1][Si:2]([C:5]#[C:6][C:7]1[N:12]=[C:11]([NH2:13])[CH:10]=[CH:9][CH:8]=1)([CH3:4])[CH3:3].[NH2:14][C:15]1[C:16]([C:22](O)=[O:23])=[N:17][C:18]([Cl:21])=[CH:19][N:20]=1, predict the reaction product. The product is: [NH2:14][C:15]1[C:16]([C:22]([NH:13][C:11]2[CH:10]=[CH:9][CH:8]=[C:7]([C:6]#[C:5][Si:2]([CH3:3])([CH3:4])[CH3:1])[N:12]=2)=[O:23])=[N:17][C:18]([Cl:21])=[CH:19][N:20]=1.